Dataset: Kinase inhibitor bioactivity data combining Ki, Kd, and IC50 measurements. Task: Regression. Given a target protein amino acid sequence and a drug SMILES string, predict the binding affinity score between them. We predict KIBA score (integrated kinase binding score). Dataset: kiba. The KIBA score is 11.8. The drug is O=CN(O)C(CS(=O)(=O)c1ccc(-c2ccc(C(F)(F)F)cc2)cc1)c1ccc(O)cc1. The target protein (P36507) has sequence MLARRKPVLPALTINPTIAEGPSPTSEGASEANLVDLQKKLEELELDEQQKKRLEAFLTQKAKVGELKDDDFERISELGAGNGGVVTKVQHRPSGLIMARKLIHLEIKPAIRNQIIRELQVLHECNSPYIVGFYGAFYSDGEISICMEHMDGGSLDQVLKEAKRIPEEILGKVSIAVLRGLAYLREKHQIMHRDVKPSNILVNSRGEIKLCDFGVSGQLIDSMANSFVGTRSYMAPERLQGTHYSVQSDIWSMGLSLVELAVGRYPIPPPDAKELEAIFGRPVVDGEEGEPHSISPRPRPPGRPVSGHGMDSRPAMAIFELLDYIVNEPPPKLPNGVFTPDFQEFVNKCLIKNPAERADLKMLTNHTFIKRSEVEEVDFAGWLCKTLRLNQPGTPTRTAV.